From a dataset of Peptide-MHC class I binding affinity with 185,985 pairs from IEDB/IMGT. Regression. Given a peptide amino acid sequence and an MHC pseudo amino acid sequence, predict their binding affinity value. This is MHC class I binding data. (1) The peptide sequence is AEAASATPL. The MHC is HLA-C14:02 with pseudo-sequence HLA-C14:02. The binding affinity (normalized) is 0.0847. (2) The binding affinity (normalized) is 0.0847. The peptide sequence is AILAGEHKC. The MHC is HLA-B57:01 with pseudo-sequence HLA-B57:01. (3) The peptide sequence is FELLHFISS. The MHC is HLA-A69:01 with pseudo-sequence HLA-A69:01. The binding affinity (normalized) is 0.0847. (4) The peptide sequence is LKLLNTRRRQL. The MHC is H-2-Db with pseudo-sequence H-2-Db. The binding affinity (normalized) is 0. (5) The peptide sequence is ILSKWHTSAR. The MHC is HLA-A68:01 with pseudo-sequence HLA-A68:01. The binding affinity (normalized) is 0.377.